Dataset: TCR-epitope binding with 47,182 pairs between 192 epitopes and 23,139 TCRs. Task: Binary Classification. Given a T-cell receptor sequence (or CDR3 region) and an epitope sequence, predict whether binding occurs between them. (1) The epitope is KEIDRLNEV. The TCR CDR3 sequence is CASSQGQITGELFF. Result: 1 (the TCR binds to the epitope). (2) The epitope is VLWAHGFEL. The TCR CDR3 sequence is CASSHASSGANVLTF. Result: 1 (the TCR binds to the epitope). (3) The epitope is GTITVEELK. The TCR CDR3 sequence is CASSSAPGQLETQYF. Result: 0 (the TCR does not bind to the epitope).